From a dataset of Peptide-MHC class I binding affinity with 185,985 pairs from IEDB/IMGT. Regression. Given a peptide amino acid sequence and an MHC pseudo amino acid sequence, predict their binding affinity value. This is MHC class I binding data. (1) The peptide sequence is FVFGIPLLV. The binding affinity (normalized) is 1.00. The MHC is HLA-C12:03 with pseudo-sequence HLA-C12:03. (2) The peptide sequence is YTAVVPLVY. The MHC is HLA-A01:01 with pseudo-sequence HLA-A01:01. The binding affinity (normalized) is 0.763. (3) The peptide sequence is TTAEFTVPK. The MHC is HLA-A02:03 with pseudo-sequence HLA-A02:03. The binding affinity (normalized) is 0.0847. (4) The peptide sequence is SSGVFHSYK. The MHC is HLA-A31:01 with pseudo-sequence HLA-A31:01. The binding affinity (normalized) is 0.872. (5) The peptide sequence is GEIGIRNWL. The MHC is HLA-A02:19 with pseudo-sequence HLA-A02:19. The binding affinity (normalized) is 0.0847.